From a dataset of Full USPTO retrosynthesis dataset with 1.9M reactions from patents (1976-2016). Predict the reactants needed to synthesize the given product. (1) Given the product [CH3:6][C:7]1([CH3:19])[C:11]([CH3:12])([CH3:13])[O:10][B:9]([C:14]2[CH:18]=[N:17][N:16]([CH2:27][O:26][CH2:25][CH2:24][Si:23]([CH3:30])([CH3:29])[CH3:22])[CH:15]=2)[O:8]1, predict the reactants needed to synthesize it. The reactants are: O1CCCC1.[CH3:6][C:7]1([CH3:19])[C:11]([CH3:13])([CH3:12])[O:10][B:9]([C:14]2[CH:15]=[N:16][NH:17][CH:18]=2)[O:8]1.[H-].[Na+].[CH3:22][Si:23]([CH3:30])([CH3:29])[CH2:24][CH2:25][O:26][CH2:27]Cl. (2) Given the product [OH:20][CH:7]1[O:8][C@H:9]([CH2:15][OH:16])[C@H:10]([OH:11])[C@H:5]([OH:4])[C@H:6]1[NH:34][C:35]([CH3:36])=[O:37], predict the reactants needed to synthesize it. The reactants are: C([O:4][C@H:5]1[C@@H:10]([O:11]C(=O)C)[C@@H:9]([CH2:15][O:16]C(=O)C)[O:8][C@@H:7]([O:20]CCOCCOCCOCC(O)=O)[C@@H:6]1[NH:34][C:35](=[O:37])[CH3:36])(=O)C.Cl.C(OC(=O)[C@@H](NC(=O)[C@@H](N)CCCCN)CCCCN)C1C=CC=CC=1.CCN(C(C)C)C(C)C.ON1C2N=CC=CC=2N=N1. (3) Given the product [NH2:17][C:20]1[N:25]=[CH:24][C:23]([N:26]2[CH2:27][CH:28]([OH:30])[CH2:29]2)=[CH:22][CH:21]=1, predict the reactants needed to synthesize it. The reactants are: [Si](OCCN1C=CC(N)=N1)(C(C)(C)C)(C)C.[N+:17]([C:20]1[N:25]=[CH:24][C:23]([N:26]2[CH2:29][CH:28]([OH:30])[CH2:27]2)=[CH:22][CH:21]=1)([O-])=O. (4) The reactants are: C(O[C:4]([C:6]12[CH2:13][CH2:12][C:9]([C:14]([OH:16])=[O:15])([CH2:10][CH2:11]1)[CH2:8][CH2:7]2)=O)C.Cl.[NH2:18][C:19]1[C:20](=[O:33])[N:21]([CH2:30][CH2:31][CH3:32])[C:22](=[O:29])[N:23]([CH2:26][CH2:27][CH3:28])[C:24]=1[NH2:25].CCN(CC)CC.CN(C(ON1N=NC2C=CC=NC1=2)=[N+](C)C)C.F[P-](F)(F)(F)(F)F.[OH-].[K+]. Given the product [O:29]=[C:22]1[N:23]([CH2:26][CH2:27][CH3:28])[C:24]2[N:25]=[C:4]([C:6]34[CH2:7][CH2:8][C:9]([C:14]([OH:16])=[O:15])([CH2:10][CH2:11]3)[CH2:12][CH2:13]4)[NH:18][C:19]=2[C:20](=[O:33])[N:21]1[CH2:30][CH2:31][CH3:32], predict the reactants needed to synthesize it. (5) Given the product [NH2:24][C:22]1[C:23]2[C:15]([C:12]3[CH:13]=[CH:14][C:9]([NH2:8])=[C:10]([O:35][CH3:36])[CH:11]=3)=[CH:16][N:17]([CH:25]3[CH2:34][CH2:33][C:28](=[O:29])[CH2:27][CH2:26]3)[C:18]=2[N:19]=[CH:20][N:21]=1, predict the reactants needed to synthesize it. The reactants are: N.O1CCOCC1.[NH2:8][C:9]1[CH:14]=[CH:13][C:12]([C:15]2[C:23]3[C:22]([NH2:24])=[N:21][CH:20]=[N:19][C:18]=3[N:17]([CH:25]3[CH2:34][CH2:33][C:28]4(OCC[O:29]4)[CH2:27][CH2:26]3)[CH:16]=2)=[CH:11][C:10]=1[O:35][CH3:36].Cl. (6) Given the product [CH3:68][O:69][C:70]1[N:75]=[C:74]([NH:76][C:50]2[CH:51]=[CH:52][C:53]3[CH2:54][N:55]([CH3:67])[CH2:56][C@@H:57]([C:61]4[CH:66]=[CH:65][CH:64]=[CH:63][CH:62]=4)[O:58][C:59]=3[N:60]=2)[CH:73]=[CH:72][C:71]=1[C:77]1[O:81][C:80]([CH3:82])=[N:79][CH:78]=1, predict the reactants needed to synthesize it. The reactants are: CC1(C)C2C(=C(P(C3C=CC=CC=3)C3C=CC=CC=3)C=CC=2)OC2C(P(C3C=CC=CC=3)C3C=CC=CC=3)=CC=CC1=2.C(=O)([O-])[O-].[Cs+].[Cs+].Cl[C:50]1[CH:51]=[CH:52][C:53]2[CH2:54][N:55]([CH3:67])[CH2:56][C@@H:57]([C:61]3[CH:66]=[CH:65][CH:64]=[CH:63][CH:62]=3)[O:58][C:59]=2[N:60]=1.[CH3:68][O:69][C:70]1[N:75]=[C:74]([NH2:76])[CH:73]=[CH:72][C:71]=1[C:77]1[O:81][C:80]([CH3:82])=[N:79][CH:78]=1.